Dataset: Full USPTO retrosynthesis dataset with 1.9M reactions from patents (1976-2016). Task: Predict the reactants needed to synthesize the given product. (1) Given the product [CH3:1][C:2]([OH:11])([CH2:6][CH2:7][CH2:8][CH2:9][CH3:10])[CH2:3][CH2:4][S:36][C:35]1[N:31]([C:25]2[CH:30]=[CH:29][CH:28]=[CH:27][CH:26]=2)[N:32]=[N:33][N:34]=1, predict the reactants needed to synthesize it. The reactants are: [CH3:1][C:2]([OH:11])([CH2:6][CH2:7][CH2:8][CH2:9][CH3:10])[CH2:3][CH2:4]O.[OH-].[Na+].S(Cl)(C1C=CC(C)=CC=1)(=O)=O.[C:25]1([N:31]2[C:35]([SH:36])=[N:34][N:33]=[N:32]2)[CH:30]=[CH:29][CH:28]=[CH:27][CH:26]=1. (2) Given the product [Cl:1][C:2]1[CH:7]=[CH:6][C:5]([CH:8]([OH:41])[C:9]2[C:18]3[C:17](=[O:19])[N:16]([CH2:20][CH2:21][CH2:22][OH:23])[C:15](=[O:30])[N:14]([CH3:31])[C:13]=3[N:12]=[CH:11][C:10]=2[C:32]2[CH:37]=[CH:36][CH:35]=[CH:34][C:33]=2[CH:38]([CH3:39])[CH3:40])=[CH:4][CH:3]=1, predict the reactants needed to synthesize it. The reactants are: [Cl:1][C:2]1[CH:7]=[CH:6][C:5]([CH:8]([OH:41])[C:9]2[C:18]3[C:17](=[O:19])[N:16]([CH2:20][CH2:21][CH2:22][O:23]C4CCCCO4)[C:15](=[O:30])[N:14]([CH3:31])[C:13]=3[N:12]=[CH:11][C:10]=2[C:32]2[CH:37]=[CH:36][CH:35]=[CH:34][C:33]=2[CH:38]([CH3:40])[CH3:39])=[CH:4][CH:3]=1.Cl.CO. (3) Given the product [Cl:1][C:2]1[CH:3]=[CH:4][C:5]2[N:6]([N:8]=[C:9]([C:14]3[CH:19]=[CH:18][CH:17]=[CH:16][CH:15]=3)[CH:10]=2)[CH:7]=1, predict the reactants needed to synthesize it. The reactants are: [Cl:1][C:2]1[CH:3]=[CH:4][C:5]2[N:6]([N:8]=[C:9]([C:14]3[CH:19]=[CH:18][CH:17]=[CH:16][CH:15]=3)[C:10]=2C(O)=O)[CH:7]=1. (4) Given the product [CH3:1][O:2][CH2:3][C:4]1[N:5]=[CH:6][C:7]([C:10]([OH:12])=[O:11])=[N:8][CH:9]=1, predict the reactants needed to synthesize it. The reactants are: [CH3:1][O:2][CH2:3][C:4]1[N:5]=[CH:6][C:7]([C:10]([O:12]C)=[O:11])=[N:8][CH:9]=1.O.O.[OH-].[Li+]. (5) Given the product [C:1]([C:3]1[CH:4]=[C:5]([CH:25]=[CH:26][CH:27]=1)[C:6]([NH:8][C:9]1[CH:10]=[C:11]2[C:17]([CH:18]3[CH2:19][CH2:20][N:21]([C:33]([CH:28]4[CH2:32][CH2:31][CH2:30][CH2:29]4)=[O:34])[CH2:22][CH2:23]3)=[CH:16][N:15]([CH3:24])[C:12]2=[N:13][CH:14]=1)=[O:7])#[N:2], predict the reactants needed to synthesize it. The reactants are: [C:1]([C:3]1[CH:4]=[C:5]([CH:25]=[CH:26][CH:27]=1)[C:6]([NH:8][C:9]1[CH:10]=[C:11]2[C:17]([CH:18]3[CH2:23][CH2:22][NH:21][CH2:20][CH2:19]3)=[CH:16][N:15]([CH3:24])[C:12]2=[N:13][CH:14]=1)=[O:7])#[N:2].[CH:28]1([C:33](Cl)=[O:34])[CH2:32][CH2:31][CH2:30][CH2:29]1.C(N(CC)CC)C. (6) The reactants are: [H-].C([Al+]CC(C)C)C(C)C.C[O:12][C:13]([C@@H:15]1[CH:19]=[CH:18][CH2:17][N:16]1[C:20]([O:22][CH2:23][C:24]1[CH:29]=[CH:28][CH:27]=[CH:26][CH:25]=1)=[O:21])=O.C(C(C(C([O-])=O)O)O)([O-])=O.[Na+].[K+].S([O-])([O-])(=O)=O.[Mg+2]. Given the product [CH2:23]([O:22][C:20]([N:16]1[CH2:17][CH:18]=[CH:19][C@H:15]1[CH2:13][OH:12])=[O:21])[C:24]1[CH:29]=[CH:28][CH:27]=[CH:26][CH:25]=1, predict the reactants needed to synthesize it. (7) Given the product [O:2]1[C:6]2[CH:7]=[CH:8][CH:9]=[C:10]([CH:11]3[CH2:16][CH2:15][N:14]([CH2:17][CH2:18][C@H:19]4[CH2:20][CH2:21][C@H:22]([NH:25][C:30](=[O:31])[CH2:29][CH:28]([O:27][CH3:26])[CH3:33])[CH2:23][CH2:24]4)[CH2:13][CH2:12]3)[C:5]=2[O:4][CH2:3]1, predict the reactants needed to synthesize it. The reactants are: Cl.[O:2]1[C:6]2[CH:7]=[CH:8][CH:9]=[C:10]([CH:11]3[CH2:16][CH2:15][N:14]([CH2:17][CH2:18][C@H:19]4[CH2:24][CH2:23][C@H:22]([NH2:25])[CH2:21][CH2:20]4)[CH2:13][CH2:12]3)[C:5]=2[O:4][CH2:3]1.[CH3:26][O:27][CH:28]([CH3:33])[CH2:29][C:30](O)=[O:31]. (8) Given the product [OH:7][CH2:6][C:5]1[CH:8]=[CH:9][C:2]([C:19]2([OH:21])[CH2:20][O:17][CH2:18]2)=[CH:3][CH:4]=1, predict the reactants needed to synthesize it. The reactants are: Br[C:2]1[CH:9]=[CH:8][C:5]([CH2:6][OH:7])=[CH:4][CH:3]=1.[H-].[Na+].[Li]CCCC.[O:17]1[CH2:20][C:19](=[O:21])[CH2:18]1.